Task: Predict the reactants needed to synthesize the given product.. Dataset: Full USPTO retrosynthesis dataset with 1.9M reactions from patents (1976-2016) (1) Given the product [ClH:31].[ClH:31].[F:21][C:22]1[CH:27]=[C:26]([C:2]2[CH:3]=[C:4]3[C:9](=[C:10]([CH3:12])[CH:11]=2)[N:8]=[C:7]([C:13]2[CH:14]=[N:15][CH:16]=[CH:17][CH:18]=2)[N:6]=[C:5]3[NH:19][CH3:20])[CH:25]=[CH:24][CH:23]=1, predict the reactants needed to synthesize it. The reactants are: Br[C:2]1[CH:3]=[C:4]2[C:9](=[C:10]([CH3:12])[CH:11]=1)[N:8]=[C:7]([C:13]1[CH:14]=[N:15][CH:16]=[CH:17][CH:18]=1)[N:6]=[C:5]2[NH:19][CH3:20].[F:21][C:22]1[CH:23]=[C:24](B(O)O)[CH:25]=[CH:26][CH:27]=1.[ClH:31]. (2) Given the product [F:15][C:16]1[CH:17]=[C:18]([F:22])[CH:19]=[CH:20][C:21]=1[C:2]1[S:6][C:5](=[N:7][C:8](=[O:10])[CH3:9])[N:4]([CH2:11][CH2:12][O:13][CH3:14])[CH:3]=1, predict the reactants needed to synthesize it. The reactants are: Cl[C:2]1[S:6][C:5](=[N:7][C:8](=[O:10])[CH3:9])[N:4]([CH2:11][CH2:12][O:13][CH3:14])[CH:3]=1.[F:15][C:16]1[CH:21]=[CH:20][CH:19]=[C:18]([F:22])[C:17]=1B(O)O.C([O-])([O-])=O.[Na+].[Na+]. (3) Given the product [F:1][C:2]1[CH:7]=[CH:6][C:5]([C@@H:8]([NH:10][C:11]2[N:16]=[C:15]([C:17]3[CH:18]=[C:19]([CH:22]=[CH:23][CH:24]=3)[C:20]([NH2:21])=[O:38])[CH:14]=[C:13]([NH:25][C:26]3[CH:31]=[N:30][CH:29]=[CH:28][N:27]=3)[N:12]=2)[CH3:9])=[CH:4][CH:3]=1, predict the reactants needed to synthesize it. The reactants are: [F:1][C:2]1[CH:7]=[CH:6][C:5]([C@@H:8]([NH:10][C:11]2[N:16]=[C:15]([C:17]3[CH:18]=[C:19]([CH:22]=[CH:23][CH:24]=3)[C:20]#[N:21])[CH:14]=[C:13]([NH:25][C:26]3[CH:31]=[N:30][CH:29]=[CH:28][N:27]=3)[N:12]=2)[CH3:9])=[CH:4][CH:3]=1.[F-].[K+].C([OH:38])(C)(C)C. (4) Given the product [CH3:8][C:9]1[CH:10]=[C:11]2[C:15](=[CH:16][CH:17]=1)[NH:14][C:13]([C:18]1[CH:23]=[CH:22][CH:21]=[CH:20][CH:19]=1)=[C:12]2[CH2:24][CH2:25][C:26]([N:40]1[CH2:41][CH2:42][C:37]([C:33]2[CH:34]=[CH:35][CH:36]=[C:31]([C:30]([F:29])([F:44])[F:45])[CH:32]=2)([OH:43])[CH2:38][CH2:39]1)=[O:27], predict the reactants needed to synthesize it. The reactants are: C(N(CC)CC)C.[CH3:8][C:9]1[CH:10]=[C:11]2[C:15](=[CH:16][CH:17]=1)[NH:14][C:13]([C:18]1[CH:23]=[CH:22][CH:21]=[CH:20][CH:19]=1)=[C:12]2[CH2:24][CH2:25][C:26](O)=[O:27].[F:29][C:30]([F:45])([F:44])[C:31]1[CH:32]=[C:33]([C:37]2([OH:43])[CH2:42][CH2:41][NH:40][CH2:39][CH2:38]2)[CH:34]=[CH:35][CH:36]=1.ON1C2C=CC=CC=2N=N1.Cl.CN(C)CCCN=C=NCC. (5) Given the product [CH3:24][O:25][C:26]1[CH:31]=[CH:30][C:29]([CH2:32][S:10][CH:13]2[C:18]([C:19]([O:21][CH2:22][CH3:23])=[O:20])=[CH:17][CH2:16][CH2:15][CH2:14]2)=[CH:28][CH:27]=1, predict the reactants needed to synthesize it. The reactants are: FC1C=C(F)C=CC=1N[S:10]([CH:13]1[C:18]([C:19]([O:21][CH2:22][CH3:23])=[O:20])=[CH:17][CH2:16][CH2:15][CH2:14]1)(=O)=O.[CH3:24][O:25][C:26]1[CH:31]=[CH:30][C:29]([CH2:32]S)=[CH:28][CH:27]=1. (6) Given the product [CH2:14]([NH:13][C:4]1[C:5]([CH3:12])=[C:6]([C:7]([O:9][CH3:10])=[O:8])[CH:11]=[C:2]([C:24]2[CH:25]=[CH:26][C:27]([CH2:28][N:29]3[CH2:34][CH2:33][O:32][CH2:31][CH2:30]3)=[CH:35][CH:36]=2)[CH:3]=1)[CH3:15], predict the reactants needed to synthesize it. The reactants are: Br[C:2]1[CH:3]=[C:4]([NH:13][CH2:14][CH3:15])[C:5]([CH3:12])=[C:6]([CH:11]=1)[C:7]([O:9][CH3:10])=[O:8].CC1(C)C(C)(C)OB([C:24]2[CH:36]=[CH:35][C:27]([CH2:28][N:29]3[CH2:34][CH2:33][O:32][CH2:31][CH2:30]3)=[CH:26][CH:25]=2)O1.C([O-])([O-])=O.[Na+].[Na+]. (7) Given the product [CH2:7]([C:14]1([CH3:24])[C:15](=[O:23])[N:16]([CH3:22])[CH:17]([CH2:26][C:27]2[C:31]([C:32]([O:34][CH3:35])=[O:33])=[C:30]([C:36]([O:38][CH3:39])=[O:37])[O:29][N:28]=2)[C:18](=[O:21])[N:19]1[CH3:20])[C:8]1[CH:9]=[CH:10][CH:11]=[CH:12][CH:13]=1, predict the reactants needed to synthesize it. The reactants are: CC(C)([O-])C.[K+].[CH2:7]([C:14]1([CH3:24])[N:19]([CH3:20])[C:18](=[O:21])[CH2:17][N:16]([CH3:22])[C:15]1=[O:23])[C:8]1[CH:13]=[CH:12][CH:11]=[CH:10][CH:9]=1.Br[CH2:26][C:27]1[C:31]([C:32]([O:34][CH3:35])=[O:33])=[C:30]([C:36]([O:38][CH3:39])=[O:37])[O:29][N:28]=1.C(#N)C.O.